From a dataset of Full USPTO retrosynthesis dataset with 1.9M reactions from patents (1976-2016). Predict the reactants needed to synthesize the given product. (1) Given the product [Cl:1][C:2]1[CH:7]=[CH:6][CH:5]=[CH:4][C:3]=1[C:8]1[CH:9]=[N:10][C:11]2[N:12]([N:21]=[C:22]([O:42][CH3:40])[C:23]=2[C:24](=[O:31])[NH:25][CH:26]2[CH2:30][CH2:29][CH2:28][CH2:27]2)[C:13]=1[C:14]1[CH:19]=[CH:18][C:17]([Cl:20])=[CH:16][CH:15]=1, predict the reactants needed to synthesize it. The reactants are: [Cl:1][C:2]1[CH:7]=[CH:6][CH:5]=[CH:4][C:3]=1[C:8]1[CH:9]=[N:10][C:11]2[N:12]([N:21]=[C:22](S(C)(=O)=O)[C:23]=2[C:24](=[O:31])[NH:25][CH:26]2[CH2:30][CH2:29][CH2:28][CH2:27]2)[C:13]=1[C:14]1[CH:19]=[CH:18][C:17]([Cl:20])=[CH:16][CH:15]=1.C[O-].[Na+].O.[C:40](OCC)(=[O:42])C. (2) Given the product [NH2:1][C:2]1[N:3]=[C:5]([NH:4][C:7]2[CH:8]=[CH:9][C:10]([N:13]3[CH2:14][CH2:15][N:16]([CH:19]([CH3:21])[CH3:20])[CH2:17][CH2:18]3)=[CH:11][CH:12]=2)[S:6][C:28]=1[C:27]([C:26]1[CH:25]=[C:24]([CH:33]=[CH:32][CH:31]=1)[C:22]#[N:23])=[O:30], predict the reactants needed to synthesize it. The reactants are: [N:1]#[C:2][NH2:3].[N:4]([C:7]1[CH:12]=[CH:11][C:10]([N:13]2[CH2:18][CH2:17][N:16]([CH:19]([CH3:21])[CH3:20])[CH2:15][CH2:14]2)=[CH:9][CH:8]=1)=[C:5]=[S:6].[C:22]([C:24]1[CH:25]=[C:26]([CH:31]=[CH:32][CH:33]=1)[C:27](=[O:30])[CH2:28]Br)#[N:23].